This data is from Forward reaction prediction with 1.9M reactions from USPTO patents (1976-2016). The task is: Predict the product of the given reaction. (1) Given the reactants C(OC([N:8]1[CH2:13][CH2:12][N:11]([C:14]([C:16]2([C:22]3[CH:27]=[CH:26][C:25]([O:28][CH2:29][CH2:30][CH2:31][N:32]4[CH2:38][CH2:37][CH2:36][O:35][CH2:34][CH2:33]4)=[CH:24][CH:23]=3)[CH2:21][CH2:20][O:19][CH2:18][CH2:17]2)=[O:15])[CH2:10][CH2:9]1)=O)(C)(C)C, predict the reaction product. The product is: [NH3:8].[N:11]1([C:14]([C:16]2([C:22]3[CH:23]=[CH:24][C:25]([O:28][CH2:29][CH2:30][CH2:31][N:32]4[CH2:38][CH2:37][CH2:36][O:35][CH2:34][CH2:33]4)=[CH:26][CH:27]=3)[CH2:17][CH2:18][O:19][CH2:20][CH2:21]2)=[O:15])[CH2:10][CH2:9][NH:8][CH2:13][CH2:12]1. (2) Given the reactants C([Si](C)(C)[O:6][C:7]1[C:15]2[N:14]=[N:13][N:12]([CH2:16][C:17]3[CH:22]=[CH:21][C:20]([O:23][CH3:24])=[CH:19][CH:18]=3)[C:11]=2[CH:10]=[CH:9][CH:8]=1)(C)(C)C.[F-].[NH4+].[NH4+].[NH4+].[NH4+].[F-].[F-].[F-], predict the reaction product. The product is: [CH3:24][O:23][C:20]1[CH:19]=[CH:18][C:17]([CH2:16][N:12]2[C:11]3[CH:10]=[CH:9][CH:8]=[C:7]([OH:6])[C:15]=3[N:14]=[N:13]2)=[CH:22][CH:21]=1. (3) The product is: [CH2:8]=[C:9]1[N:13]([C:14](=[O:17])[CH:15]=[CH2:16])[C:12](=[O:18])[CH2:11][CH:10]1[C:19]1[CH:24]=[CH:23][CH:22]=[CH:21][CH:20]=1. Given the reactants FC(F)(F)C(O)=O.[CH3:8][C:9]1(OC(=O)C=C)[N:13]([C:14](=[O:17])[CH:15]=[CH2:16])[C:12](=[O:18])[CH2:11][CH:10]1[C:19]1[CH:24]=[CH:23][CH:22]=[CH:21][CH:20]=1, predict the reaction product. (4) Given the reactants [O:1]=[S:2]1(=[O:19])[CH2:7][CH2:6][CH:5]([O:8][CH2:9][CH2:10][O:11][C:12]2[CH:17]=[CH:16][C:15]([NH2:18])=[CH:14][CH:13]=2)[CH2:4][CH2:3]1.Br[C:21]1[CH:22]=[C:23]([CH:28]=[CH:29][C:30]=1[C:31]1([CH3:36])[O:35][CH2:34][CH2:33][O:32]1)[C:24]([O:26][CH3:27])=[O:25], predict the reaction product. The product is: [O:1]=[S:2]1(=[O:19])[CH2:7][CH2:6][CH:5]([O:8][CH2:9][CH2:10][O:11][C:12]2[CH:17]=[CH:16][C:15]([NH:18][C:29]3[CH:28]=[C:23]([CH:22]=[CH:21][C:30]=3[C:31]3([CH3:36])[O:32][CH2:33][CH2:34][O:35]3)[C:24]([O:26][CH3:27])=[O:25])=[CH:14][CH:13]=2)[CH2:4][CH2:3]1.